From a dataset of Experimentally validated miRNA-target interactions with 360,000+ pairs, plus equal number of negative samples. Binary Classification. Given a miRNA mature sequence and a target amino acid sequence, predict their likelihood of interaction. (1) The miRNA is hsa-miR-3944-3p with sequence UUCGGGCUGGCCUGCUGCUCCGG. The protein sequence of the target gene is MEDPGETGAHPLGATNLNFVPGHQQKEKPSTDPLYDTPDTRGVQAGGSQQPARTVSLRERLLITRPVWLQLRANAAAALHVLRTEPPGTFLVRKSNTRQCQALCVRLPEASGPSFVSSHYIEESTGGVSLEGSELMFQDLVQLICGYCRTRAIHQAATHKELEAISHLGMEFWSSSLNTKDQQRPSEAPPIPRLKARSPQELDQGTGAALCFFNPLFPGDLGPTKREKFKRSFKVRVSTETSSPLSPPAVPPPPVPVLPGTSSSQTERLPPRQLLQRESSVGYRVPGSAASPCLPPLPSL.... Result: 0 (no interaction). (2) The miRNA is hsa-miR-1284 with sequence UCUAUACAGACCCUGGCUUUUC. The protein sequence of the target gene is MISDKSPPRLSRPSYGSISSLPGPAPQPAPCRETYLSEKIPIPSADQGTFSLRKLWAFTGPGFLMSIAFLDPGNIESDLQAGAVAGFKLLWVLLWATVLGLLCQRLAARLGVVTGKDLGEVCHLYYPKVPRILLWLTIELAIVGSDMQEVIGTAISFNLLSAGRIPLWDGVLITIVDTFFFLFLDNYGLRKLEAFFGLLITIMALTFGYEYVVAHPSQGALLKGLVLPTCPGCGQPELLQAVGIVGAIIMPHNIYLHSALVKSREVDRTRRVDVREANMYFLIEATIALSVSFIINLFVM.... Result: 0 (no interaction). (3) The miRNA is hsa-miR-3661 with sequence UGACCUGGGACUCGGACAGCUG. The protein sequence of the target gene is MAQFGGQKNPPWATQFTATAVSQPAALGVQQPSLLGASPTIYTQQTALAAAGLTTQTPANYQLTQTAALQQQAAAVLQQQYSQPQQALYSVQQQLQQPQQTILTQPAVALPTSLSLSTPQPAAQITVSYPTPRSSQQQTQPQKQRVFTGVVTKLHDTFGFVDEDVFFQLGAVKGKTPQVGDRVLVEATYNPNMPFKWNAQRIQTLPNQNQSQTQPLLKTPTAVIQPIVPQTTFGVQAQPQPQSLLQAQISAASITPLLQTQPQPLLQQPQQKAGLLQPPVRIVSQPQPARRLDPPSRFSG.... Result: 0 (no interaction). (4) The miRNA is hsa-miR-181b-5p with sequence AACAUUCAUUGCUGUCGGUGGGU. The protein sequence of the target gene is MKRVRTEQIQMAVSCYLKRRQYVDSDGPLKQGLRLSQTAEEMAANLTVQSESGCANIVSAAPCQAEPQQYEVQFGRLRNFLTDSDSQHSHEVMPLLYPLFVYLHLNLVQNSPKSTVESFYSRFHGMFLQNASQKDVIEQLQTTQTIQDILSNFKLRAFLDNKYVVRLQEDSYNYLIRYLQSDNNTALCKVLTLHIHLDVQPAKRTDYQLYASGSSSRSENNGLEPPDMPSPILQNEAALEVLQESIKRVKDGPPSLTTICFYAFYNTEQLLNTAEISPDSKLLAAGFDNSCIKLWSLRSK.... Result: 1 (interaction). (5) The miRNA is mmu-miR-505-3p with sequence CGUCAACACUUGCUGGUUUUCU. The protein sequence of the target gene is MPRGSRSRTSRVTPPASRAPQMRAAPRRAPAAQPPAAAAPSAVGSPAAAPRQPGLMAQMATTAAGVAVGSAVGHTLGHAITGGFSGGGSAEPAKPDITYQEPQGAQLQNQQSFGPCSLEIKQFLECAQNQSDVKLCEGFNEVLRQCRIANGLM. Result: 0 (no interaction). (6) The miRNA is hsa-miR-4311 with sequence GAAAGAGAGCUGAGUGUG. The protein sequence of the target gene is MEAVYLVVNGLGLVLDVLTLVLDLNFLLVSSLLASLAWLLAFVYNLPHTVLTSLLHLGRGVLLSLLALIEAVVRFTCGGLQALCTLLYSCCSGLESLKLLGHLASHGALRSREILHRGVLNVVSSGHALLRQACDICAIAMSLVAYVINSLVNICLIGTQNLFSLVLALWDAVTGPLWRMTDVVAAFLAHISSSAVAMAILLWTPCQLALELLASAARLLASFVLVNLTGLVLLACVLAVTVTVLHPDFTLRLATQALSQLHARPSYHRLREDVMRLSRLALGSEAWRRVWSRSLQLASW.... Result: 0 (no interaction).